This data is from Forward reaction prediction with 1.9M reactions from USPTO patents (1976-2016). The task is: Predict the product of the given reaction. (1) The product is: [CH:1]([C:4]1[CH:8]=[C:7]([NH:9][C:31](=[O:32])[O:33][C:34]([CH3:36])=[CH2:35])[N:6]([C:10]2[CH:11]=[C:12]3[C:17](=[CH:18][CH:19]=2)[N:16]=[CH:15][CH:14]=[CH:13]3)[N:5]=1)([CH3:3])[CH3:2]. Given the reactants [CH:1]([C:4]1[CH:8]=[C:7]([NH2:9])[N:6]([C:10]2[CH:11]=[C:12]3[C:17](=[CH:18][CH:19]=2)[N:16]=[CH:15][CH:14]=[CH:13]3)[N:5]=1)([CH3:3])[CH3:2].C[Si]([N-][Si](C)(C)C)(C)C.[Li+].Cl[C:31]([O:33][C:34]([CH3:36])=[CH2:35])=[O:32], predict the reaction product. (2) Given the reactants [C:1]([C:4]1[C:5]([CH2:20][NH:21][C:22]([C@@H:24]2[CH2:28][C@@H:27]([F:29])[CH2:26][N:25]2[C:30]([O:32][C:33]([CH3:36])([CH3:35])[CH3:34])=[O:31])=[O:23])=[CH:6][C:7]([C:10]2[CH:11]=[N:12][C:13]([C:16]([F:19])([F:18])[F:17])=[CH:14][CH:15]=2)=[N:8][CH:9]=1)(=O)[NH2:2].C(OC(C(F)(F)F)=O)(C(F)(F)F)=O, predict the reaction product. The product is: [C:1]([C:4]1[C:5]([CH2:20][NH:21][C:22]([C@@H:24]2[CH2:28][C@@H:27]([F:29])[CH2:26][N:25]2[C:30]([O:32][C:33]([CH3:36])([CH3:35])[CH3:34])=[O:31])=[O:23])=[CH:6][C:7]([C:10]2[CH:11]=[N:12][C:13]([C:16]([F:19])([F:17])[F:18])=[CH:14][CH:15]=2)=[N:8][CH:9]=1)#[N:2]. (3) Given the reactants [Na].[CH2:2]([OH:14])[CH2:3][CH2:4][CH2:5][CH2:6][CH2:7][CH2:8][CH2:9][CH2:10][CH2:11][CH2:12][CH3:13].C(O[Na])CCCCCCCCCCC.[H][H].[F:31][C:32]1[C:37](F)=[CH:36][C:35]([NH2:39])=[C:34]([N+:40]([O-:42])=[O:41])[CH:33]=1, predict the reaction product. The product is: [CH2:2]([O:14][C:37]1[C:32]([F:31])=[CH:33][C:34]([N+:40]([O-:42])=[O:41])=[C:35]([NH2:39])[CH:36]=1)[CH2:3][CH2:4][CH2:5][CH2:6][CH2:7][CH2:8][CH2:9][CH2:10][CH2:11][CH2:12][CH3:13].